From a dataset of Forward reaction prediction with 1.9M reactions from USPTO patents (1976-2016). Predict the product of the given reaction. (1) Given the reactants O.[Na].[Na].[OH:4][C:5]1[CH:10]=[CH:9][C:8]([C:11]([C:14]2[CH:19]=[CH:18][C:17]([OH:20])=[CH:16][CH:15]=2)([CH3:13])[CH3:12])=[CH:7][CH:6]=1.[Na].[Na].C1(O)C=CC(C2C=CC(O)=CC=2)=CC=1, predict the reaction product. The product is: [CH3:13][C:11]([C:8]1[CH:7]=[CH:6][C:5]([OH:4])=[CH:10][CH:9]=1)([C:14]1[CH:19]=[CH:18][C:17]([OH:20])=[CH:16][CH:15]=1)[CH3:12]. (2) Given the reactants [Cl:1][C:2]1[CH:14]=[N:13][C:5]2[NH:6][C:7]3[CH2:12][CH2:11][NH:10][CH2:9][C:8]=3[C:4]=2[CH:3]=1.CCN(C(C)C)C(C)C.[C:24]([C:26]1[CH:34]=[CH:33][C:29]([C:30](Cl)=[O:31])=[CH:28][CH:27]=1)#[N:25].Cl.CCOCC, predict the reaction product. The product is: [ClH:1].[Cl:1][C:2]1[CH:14]=[N:13][C:5]2[NH:6][C:7]3[CH2:12][CH2:11][N:10]([C:30]([C:29]4[CH:33]=[CH:34][C:26]([C:24]#[N:25])=[CH:27][CH:28]=4)=[O:31])[CH2:9][C:8]=3[C:4]=2[CH:3]=1. (3) Given the reactants Br[C:2]1[C:3](=[O:14])[N:4]([CH:9]2[CH2:13][CH2:12][CH2:11][CH2:10]2)[N:5]([CH3:8])[C:6]=1[CH3:7].[OH-:15].[K+], predict the reaction product. The product is: [CH:9]1([N:4]2[C:3](=[O:14])[C:2]([OH:15])=[C:6]([CH3:7])[N:5]2[CH3:8])[CH2:13][CH2:12][CH2:11][CH2:10]1. (4) Given the reactants [NH2:1][C:2]1[O:6][N:5]=[C:4]([CH3:7])[C:3]=1[Br:8].[CH3:9][C:10]1[CH:15]=[C:14]([CH3:16])[CH:13]=[C:12]([CH3:17])[C:11]=1[S:18](Cl)(=[O:20])=[O:19], predict the reaction product. The product is: [CH3:9][C:10]1[CH:15]=[C:14]([CH3:16])[CH:13]=[C:12]([CH3:17])[C:11]=1[S:18]([NH:1][C:2]1[O:6][N:5]=[C:4]([CH3:7])[C:3]=1[Br:8])(=[O:19])=[O:20]. (5) Given the reactants [CH2:1]([O:3][C:4]([C:6]1[C:7](=[O:22])[C:8]2[C:13]([C:14]=1[C:15]1[CH:20]=[CH:19][CH:18]=[CH:17][CH:16]=1)=[CH:12][CH:11]=[C:10]([OH:21])[CH:9]=2)=[O:5])C.C1(C)C=CC(S(O)(=O)=O)=CC=1, predict the reaction product. The product is: [CH3:1][O:3][C:4]([C:6]1[C:7](=[O:22])[C:8]2[C:13]([C:14]=1[C:15]1[CH:16]=[CH:17][CH:18]=[CH:19][CH:20]=1)=[CH:12][CH:11]=[C:10]([OH:21])[CH:9]=2)=[O:5]. (6) Given the reactants [CH3:1][N:2]1[CH:6]=[C:5]([C:7]2[N:11]([C:12]3[CH:13]=[N:14][C:15]([CH3:18])=[CH:16][CH:17]=3)[N:10]=[C:9]([C:19]([OH:21])=O)[CH:8]=2)[N:4]=[CH:3]1.[C:22]([NH2:26])([CH3:25])([CH3:24])[CH3:23], predict the reaction product. The product is: [C:22]([NH:26][C:19]([C:9]1[CH:8]=[C:7]([C:5]2[N:4]=[CH:3][N:2]([CH3:1])[CH:6]=2)[N:11]([C:12]2[CH:13]=[N:14][C:15]([CH3:18])=[CH:16][CH:17]=2)[N:10]=1)=[O:21])([CH3:25])([CH3:24])[CH3:23]. (7) Given the reactants F[C:2]1[CH:7]=[CH:6][CH:5]=[CH:4][C:3]=1[N+:8]([O-:10])=[O:9].[CH3:11][C:12]([O:15][C:16]([NH:18][CH:19]1[CH2:24][NH:23][CH2:22][CH2:21][CH2:20]1)=[O:17])([CH3:14])[CH3:13].CCN(C(C)C)C(C)C, predict the reaction product. The product is: [N+:8]([C:3]1[CH:4]=[CH:5][CH:6]=[CH:7][C:2]=1[N:23]1[CH2:22][CH2:21][CH2:20][CH:19]([NH:18][C:16](=[O:17])[O:15][C:12]([CH3:13])([CH3:11])[CH3:14])[CH2:24]1)([O-:10])=[O:9].